This data is from Catalyst prediction with 721,799 reactions and 888 catalyst types from USPTO. The task is: Predict which catalyst facilitates the given reaction. Product: [CH3:19][NH:20][CH2:2][CH2:3][C@@H:4]([O:11][C:12]1[CH:17]=[CH:16][CH:15]=[CH:14][C:13]=1[I:18])[C:5]1[CH:10]=[CH:9][CH:8]=[CH:7][CH:6]=1. The catalyst class is: 8. Reactant: Cl[CH2:2][CH2:3][C@@H:4]([O:11][C:12]1[CH:17]=[CH:16][CH:15]=[CH:14][C:13]=1[I:18])[C:5]1[CH:10]=[CH:9][CH:8]=[CH:7][CH:6]=1.[CH3:19][NH2:20].